Dataset: NCI-60 drug combinations with 297,098 pairs across 59 cell lines. Task: Regression. Given two drug SMILES strings and cell line genomic features, predict the synergy score measuring deviation from expected non-interaction effect. (1) Drug 1: C1=C(C(=O)NC(=O)N1)N(CCCl)CCCl. Drug 2: CCN(CC)CCCC(C)NC1=C2C=C(C=CC2=NC3=C1C=CC(=C3)Cl)OC. Cell line: OVCAR-8. Synergy scores: CSS=39.2, Synergy_ZIP=-5.69, Synergy_Bliss=0.792, Synergy_Loewe=-22.8, Synergy_HSA=2.66. (2) Drug 1: C1=CC(=CC=C1CCC2=CNC3=C2C(=O)NC(=N3)N)C(=O)NC(CCC(=O)O)C(=O)O. Drug 2: C1=NC2=C(N1)C(=S)N=CN2. Cell line: UACC62. Synergy scores: CSS=21.0, Synergy_ZIP=-8.67, Synergy_Bliss=-11.6, Synergy_Loewe=-11.4, Synergy_HSA=-10.2. (3) Drug 1: C1=C(C(=O)NC(=O)N1)F. Drug 2: C1=NNC2=C1C(=O)NC=N2. Cell line: OVCAR-8. Synergy scores: CSS=41.1, Synergy_ZIP=7.51, Synergy_Bliss=0.538, Synergy_Loewe=-14.1, Synergy_HSA=0.665. (4) Drug 1: C1CN1P(=S)(N2CC2)N3CC3. Drug 2: CC12CCC3C(C1CCC2O)C(CC4=C3C=CC(=C4)O)CCCCCCCCCS(=O)CCCC(C(F)(F)F)(F)F. Cell line: A549. Synergy scores: CSS=8.06, Synergy_ZIP=-6.65, Synergy_Bliss=-1.19, Synergy_Loewe=-11.3, Synergy_HSA=-2.03. (5) Drug 1: CN1C(=O)N2C=NC(=C2N=N1)C(=O)N. Drug 2: C1=NC2=C(N1)C(=S)N=CN2. Cell line: SK-MEL-2. Synergy scores: CSS=-0.647, Synergy_ZIP=9.10, Synergy_Bliss=19.2, Synergy_Loewe=2.05, Synergy_HSA=2.85. (6) Drug 1: CN(C)C1=NC(=NC(=N1)N(C)C)N(C)C. Drug 2: COC1=C2C(=CC3=C1OC=C3)C=CC(=O)O2. Cell line: SK-MEL-28. Synergy scores: CSS=-6.20, Synergy_ZIP=3.31, Synergy_Bliss=-0.0898, Synergy_Loewe=-5.26, Synergy_HSA=-5.18. (7) Drug 1: C1CCN(CC1)CCOC2=CC=C(C=C2)C(=O)C3=C(SC4=C3C=CC(=C4)O)C5=CC=C(C=C5)O. Drug 2: CCCCCOC(=O)NC1=NC(=O)N(C=C1F)C2C(C(C(O2)C)O)O. Synergy scores: CSS=-1.34, Synergy_ZIP=1.23, Synergy_Bliss=0.647, Synergy_Loewe=-2.75, Synergy_HSA=-3.68. Cell line: HCC-2998.